Dataset: Forward reaction prediction with 1.9M reactions from USPTO patents (1976-2016). Task: Predict the product of the given reaction. Given the reactants [OH-].[Na+].[CH3:3][O:4][C:5]1[C:14]([N+:15]([O-:17])=[O:16])=[CH:13][CH:12]=[CH:11][C:6]=1[C:7]([O:9]C)=[O:8].Cl, predict the reaction product. The product is: [CH3:3][O:4][C:5]1[C:14]([N+:15]([O-:17])=[O:16])=[CH:13][CH:12]=[CH:11][C:6]=1[C:7]([OH:9])=[O:8].